From a dataset of Full USPTO retrosynthesis dataset with 1.9M reactions from patents (1976-2016). Predict the reactants needed to synthesize the given product. (1) Given the product [NH2:27][CH:26]([C:24]1([C:28]2[CH:29]=[CH:30][C:31]([F:34])=[CH:32][CH:33]=2)[CH2:23][CH:22]([OH:48])[CH2:25]1)[CH2:42][CH3:43], predict the reactants needed to synthesize it. The reactants are: [C:26]([C:24]1([C:28]2[CH:29]=[CH:30][C:31]([F:34])=[CH:32][CH:33]=2)[CH2:23][CH:22](C[Si](O[Si](C[CH:22]2[CH2:25][C:24]([C:28]3[CH:33]=[CH:32][C:31]([F:34])=[CH:30][CH:29]=3)([C:26]#[N:27])[CH2:23]2)(C)C(C)(C)C)(C(C)(C)C)C)[CH2:25]1)#[N:27].[CH2:42]([Mg]Br)[CH3:43].[BH4-].[Na+].[OH-:48].[Na+]. (2) Given the product [C:1]([O:5][C:6]([N:8]1[CH2:13][CH2:12][CH:11]([N:14]([C:22]([O:24][C:25]([CH3:28])([CH3:27])[CH3:26])=[O:23])[C:15]2[CH:20]=[CH:19][C:18]([O:21][CH2:36][C:37]#[N:38])=[CH:17][N:16]=2)[CH2:10][CH2:9]1)=[O:7])([CH3:4])([CH3:3])[CH3:2], predict the reactants needed to synthesize it. The reactants are: [C:1]([O:5][C:6]([N:8]1[CH2:13][CH2:12][CH:11]([N:14]([C:22]([O:24][C:25]([CH3:28])([CH3:27])[CH3:26])=[O:23])[C:15]2[CH:20]=[CH:19][C:18]([OH:21])=[CH:17][N:16]=2)[CH2:10][CH2:9]1)=[O:7])([CH3:4])([CH3:3])[CH3:2].C(=O)([O-])[O-].[K+].[K+].Br[CH2:36][C:37]#[N:38]. (3) Given the product [C:12]([O:20][CH:21]([O:25][C:26]([NH:11][CH2:10][C@H:2]1[CH2:3][CH2:4][C@H:5]([C:7]([OH:9])=[O:8])[CH2:6][CH2:1]1)=[O:27])[CH:22]([CH3:24])[CH3:23])(=[O:19])[C:13]1[CH:18]=[CH:17][CH:16]=[CH:15][CH:14]=1, predict the reactants needed to synthesize it. The reactants are: [CH2:1]1[CH2:6][C@H:5]([C:7]([OH:9])=[O:8])[CH2:4][CH2:3][C@H:2]1[CH2:10][NH2:11].[C:12]([O:20][CH:21]([O:25][C:26](ON1C(=O)CCC1=O)=[O:27])[CH:22]([CH3:24])[CH3:23])(=[O:19])[C:13]1[CH:18]=[CH:17][CH:16]=[CH:15][CH:14]=1.